From a dataset of Forward reaction prediction with 1.9M reactions from USPTO patents (1976-2016). Predict the product of the given reaction. (1) Given the reactants [C:1]1([CH:7]([C:12]([O:14][CH3:15])=[O:13])[C:8]([O:10][CH3:11])=[O:9])[CH2:6][CH2:5][CH2:4][CH2:3][CH:2]=1.[CH3:16]I, predict the reaction product. The product is: [C:1]1([C:7]([CH3:16])([C:8]([O:10][CH3:11])=[O:9])[C:12]([O:14][CH3:15])=[O:13])[CH2:6][CH2:5][CH2:4][CH2:3][CH:2]=1. (2) Given the reactants [CH2:1]([N:3]1[CH2:8][CH2:7][CH2:6][C@H:5]([NH:9]C(=O)OC(C)(C)C)[C:4]1=[O:17])[CH3:2].[ClH:18], predict the reaction product. The product is: [ClH:18].[NH2:9][C@H:5]1[CH2:6][CH2:7][CH2:8][N:3]([CH2:1][CH3:2])[C:4]1=[O:17]. (3) Given the reactants [OH:1][C:2]1[CH:7]=[CH:6][N:5]=[C:4]([N:8]2[CH2:13][CH2:12][N:11]([C:14]([O:16][C:17]([CH3:20])([CH3:19])[CH3:18])=[O:15])[CH2:10][CH2:9]2)[CH:3]=1.Cl[C:22]1[N:23]=[C:24]([OH:32])[C:25]2[CH:31]=[CH:30][N:29]=[CH:28][C:26]=2[N:27]=1, predict the reaction product. The product is: [OH:32][C:24]1[C:25]2[CH:31]=[CH:30][N:29]=[CH:28][C:26]=2[N:27]=[C:22]([O:1][C:2]2[CH:7]=[CH:6][N:5]=[C:4]([N:8]3[CH2:13][CH2:12][N:11]([C:14]([O:16][C:17]([CH3:20])([CH3:19])[CH3:18])=[O:15])[CH2:10][CH2:9]3)[CH:3]=2)[N:23]=1. (4) Given the reactants [CH3:1][NH2:2].[C:3]([O:7][C:8](=[O:14])[NH:9][CH2:10][CH2:11][CH2:12]Br)([CH3:6])([CH3:5])[CH3:4], predict the reaction product. The product is: [C:3]([O:7][C:8](=[O:14])[NH:9][CH2:10][CH2:11][CH2:12][NH:2][CH3:1])([CH3:6])([CH3:5])[CH3:4].